From a dataset of Forward reaction prediction with 1.9M reactions from USPTO patents (1976-2016). Predict the product of the given reaction. (1) Given the reactants Cl[C:2]1[N:7]=[CH:6][C:5]([CH2:8][N:9]2[CH:14]=[C:13]([C:15]3[O:19][N:18]=[C:17]([C:20]4[CH:25]=[CH:24][C:23]([O:26][C:27]([F:30])([F:29])[F:28])=[CH:22][CH:21]=4)[N:16]=3)[CH:12]=[CH:11][C:10]2=[O:31])=[CH:4][CH:3]=1.[CH2:32]([NH2:34])[CH3:33], predict the reaction product. The product is: [CH2:32]([NH:34][C:2]1[N:7]=[CH:6][C:5]([CH2:8][N:9]2[CH:14]=[C:13]([C:15]3[O:19][N:18]=[C:17]([C:20]4[CH:25]=[CH:24][C:23]([O:26][C:27]([F:30])([F:29])[F:28])=[CH:22][CH:21]=4)[N:16]=3)[CH:12]=[CH:11][C:10]2=[O:31])=[CH:4][CH:3]=1)[CH3:33]. (2) The product is: [CH2:20]([C:17]1[CH:16]=[CH:15][C:14]([N:13]([C:28]2[CH:29]=[CH:30][CH:31]=[CH:32][CH:33]=2)[C:7]2[CH:12]=[CH:11][CH:10]=[CH:9][CH:8]=2)=[CH:19][CH:18]=1)[C:22]1[CH:23]=[CH:24][CH:25]=[CH:26][CH:27]=1. Given the reactants [H-].[Al+3].[Li+].[H-].[H-].[H-].[C:7]1([N:13]([C:28]2[CH:33]=[CH:32][CH:31]=[CH:30][CH:29]=2)[C:14]2[CH:19]=[CH:18][C:17]([C:20]([C:22]3[CH:27]=[CH:26][CH:25]=[CH:24][CH:23]=3)=O)=[CH:16][CH:15]=2)[CH:12]=[CH:11][CH:10]=[CH:9][CH:8]=1.O.[OH-].[Na+], predict the reaction product. (3) Given the reactants [CH3:1][O:2][C:3]1[CH:4]=[C:5]2[C:10](=[CH:11][CH:12]=1)[C:9](=O)[CH2:8][CH2:7][CH2:6]2.[CH2:14]([Li])[CH2:15][CH2:16][CH3:17].Cl, predict the reaction product. The product is: [CH2:14]([C:9]1[C:10]2[C:5](=[CH:4][C:3]([O:2][CH3:1])=[CH:12][CH:11]=2)[CH2:6][CH2:7][CH:8]=1)[CH2:15][CH2:16][CH3:17]. (4) Given the reactants C([O:3][C:4](=[O:23])[C:5]([O:15][C:16]1[CH:21]=[CH:20][C:19]([F:22])=[CH:18][CH:17]=1)([CH3:14])[CH2:6][C:7]1[CH:12]=[CH:11][C:10]([OH:13])=[CH:9][CH:8]=1)C.[C:24]1([C:49]2[CH:54]=[CH:53][CH:52]=[CH:51][CH:50]=2)[CH:29]=[CH:28][CH:27]=[C:26]([C:30]2[O:31][C:32]([CH3:48])=[C:33]([CH2:35][CH2:36]OS(C3C=CC(C)=CC=3)(=O)=O)[N:34]=2)[CH:25]=1.C([O-])([O-])=O.[K+].[K+].[OH-].[Na+], predict the reaction product. The product is: [C:24]1([C:49]2[CH:50]=[CH:51][CH:52]=[CH:53][CH:54]=2)[CH:29]=[CH:28][CH:27]=[C:26]([C:30]2[O:31][C:32]([CH3:48])=[C:33]([CH2:35][CH2:36][O:13][C:10]3[CH:11]=[CH:12][C:7]([CH2:6][C:5]([O:15][C:16]4[CH:21]=[CH:20][C:19]([F:22])=[CH:18][CH:17]=4)([CH3:14])[C:4]([OH:3])=[O:23])=[CH:8][CH:9]=3)[N:34]=2)[CH:25]=1. (5) Given the reactants C(O[C:4]([C:6]1[C:7]2[N:8]=[CH:9][CH:10]=[N:11][C:12]=2[C:13]([C:16]2[C:21]([F:22])=[C:20]([O:23][CH3:24])[CH:19]=[C:18]([O:25][CH3:26])[C:17]=2[F:27])=[CH:14][CH:15]=1)=[O:5])C.[CH3:28][C:29]1([CH3:44])[CH2:34][N:33]([CH3:35])[CH2:32][CH2:31][N:30]1[CH2:36][C:37]1[CH:38]=[CH:39][C:40]([NH2:43])=[N:41][CH:42]=1.C[Al](C)C.C([O-])(O)=O.[Na+], predict the reaction product. The product is: [CH3:28][C:29]1([CH3:44])[CH2:34][N:33]([CH3:35])[CH2:32][CH2:31][N:30]1[CH2:36][C:37]1[CH:38]=[CH:39][C:40]([NH:43][C:4]([C:6]2[C:7]3[N:8]=[CH:9][CH:10]=[N:11][C:12]=3[C:13]([C:16]3[C:17]([F:27])=[C:18]([O:25][CH3:26])[CH:19]=[C:20]([O:23][CH3:24])[C:21]=3[F:22])=[CH:14][CH:15]=2)=[O:5])=[N:41][CH:42]=1.